From a dataset of Catalyst prediction with 721,799 reactions and 888 catalyst types from USPTO. Predict which catalyst facilitates the given reaction. (1) Reactant: [Cl:1][C:2]1[CH:14]=[CH:13][C:5]([O:6][CH2:7][C:8](OCC)=[O:9])=[C:4]([N+:15]([O-])=O)[CH:3]=1. Product: [Cl:1][C:2]1[CH:14]=[CH:13][C:5]2[O:6][CH2:7][C:8](=[O:9])[NH:15][C:4]=2[CH:3]=1. The catalyst class is: 180. (2) Reactant: [N:1]1([CH2:6][CH2:7][CH2:8][NH:9][C:10]([C:12]2[CH:21]=[CH:20][C:19]3[C:14](=[C:15](Br)[CH:16]=[N:17][CH:18]=3)[N:13]=2)=[O:11])[CH:5]=[CH:4][N:3]=[CH:2]1.[Cl:23][C:24]1[CH:29]=[CH:28][CH:27]=[CH:26][C:25]=1B(O)O.C(=O)([O-])[O-].[Cs+].[Cs+]. Product: [N:1]1([CH2:6][CH2:7][CH2:8][NH:9][C:10]([C:12]2[CH:21]=[CH:20][C:19]3[C:14](=[C:15]([C:25]4[CH:26]=[CH:27][CH:28]=[CH:29][C:24]=4[Cl:23])[CH:16]=[N:17][CH:18]=3)[N:13]=2)=[O:11])[CH:5]=[CH:4][N:3]=[CH:2]1. The catalyst class is: 688. (3) Reactant: Cl[C:2]1[N:7]=[C:6]([N:8]2[CH2:13][CH2:12][O:11][CH2:10][C@@H:9]2[CH3:14])[CH:5]=[C:4]([C:15]2([S:20]([CH3:23])(=[O:22])=[O:21])[CH2:19][CH2:18][CH2:17][CH2:16]2)[N:3]=1.[NH:24]1[C:32]2[C:27](=[C:28](B(O)O)[CH:29]=[CH:30][CH:31]=2)[CH:26]=[CH:25]1.COCCOC.O.CCO. Product: [CH3:14][C@H:9]1[CH2:10][O:11][CH2:12][CH2:13][N:8]1[C:6]1[CH:5]=[C:4]([C:15]2([S:20]([CH3:23])(=[O:22])=[O:21])[CH2:19][CH2:18][CH2:17][CH2:16]2)[N:3]=[C:2]([C:28]2[CH:29]=[CH:30][CH:31]=[C:32]3[C:27]=2[CH:26]=[CH:25][NH:24]3)[N:7]=1. The catalyst class is: 233. (4) Reactant: C(=O)([O-])[O-].[K+].[K+].[CH3:7][C:8](=O)[CH2:9][CH3:10].[F:12][C:13]1[C:18]([F:19])=[CH:17][CH:16]=[CH:15][C:14]=1[OH:20].BrCC=CC. Product: [CH2:7]([O:20][C:14]1[CH:15]=[CH:16][CH:17]=[C:18]([F:19])[C:13]=1[F:12])[CH:8]=[CH:9][CH3:10]. The catalyst class is: 6. (5) Reactant: [NH2:1][C:2]1[C:11](Cl)=[N:10][C:9]2[C:4](=[CH:5][C:6]([Cl:14])=[C:7]([Cl:13])[CH:8]=2)[N:3]=1.[CH3:15][O-:16].[Na+]. The catalyst class is: 83. Product: [NH2:1][C:2]1[C:11]([O:16][CH3:15])=[N:10][C:9]2[C:4](=[CH:5][C:6]([Cl:14])=[C:7]([Cl:13])[CH:8]=2)[N:3]=1. (6) Reactant: [CH2:1]([N:8]([CH2:26][CH2:27][C:28]1[CH:33]=[CH:32][C:31](Br)=[CH:30][CH:29]=1)[CH2:9][C@H:10]([O:18][Si:19]([C:22]([CH3:25])([CH3:24])[CH3:23])([CH3:21])[CH3:20])[C:11]1[CH:16]=[CH:15][CH:14]=[C:13]([Cl:17])[CH:12]=1)[C:2]1[CH:7]=[CH:6][CH:5]=[CH:4][CH:3]=1.C([Li])CCC.[Si:40]([O:47][C:48]1[CH:55]=[CH:54][C:51]([CH:52]=[O:53])=[CH:50][CH:49]=1)([C:43]([CH3:46])([CH3:45])[CH3:44])([CH3:42])[CH3:41]. Product: [CH2:1]([N:8]([CH2:26][CH2:27][C:28]1[CH:33]=[CH:32][C:31]([CH:52]([C:51]2[CH:50]=[CH:49][C:48]([O:47][Si:40]([C:43]([CH3:46])([CH3:45])[CH3:44])([CH3:41])[CH3:42])=[CH:55][CH:54]=2)[OH:53])=[CH:30][CH:29]=1)[CH2:9][C@H:10]([O:18][Si:19]([C:22]([CH3:25])([CH3:24])[CH3:23])([CH3:21])[CH3:20])[C:11]1[CH:16]=[CH:15][CH:14]=[C:13]([Cl:17])[CH:12]=1)[C:2]1[CH:7]=[CH:6][CH:5]=[CH:4][CH:3]=1. The catalyst class is: 188.